This data is from Full USPTO retrosynthesis dataset with 1.9M reactions from patents (1976-2016). The task is: Predict the reactants needed to synthesize the given product. (1) Given the product [CH3:1][O:2][C:3]([C:5]1[N:6]=[CH:7][N:8]([C:11]2[CH:16]=[CH:15][CH:14]=[CH:13][CH:12]=2)[CH:9]=1)=[O:4], predict the reactants needed to synthesize it. The reactants are: [CH3:1][O:2][C:3]([C:5]1[N:6]=[CH:7][NH:8][CH:9]=1)=[O:4].I[C:11]1[CH:16]=[CH:15][CH:14]=[CH:13][CH:12]=1.N1C2C(=CC=C3C=2N=CC=C3)C=CC=1.C(=O)([O-])[O-].[Cs+].[Cs+]. (2) Given the product [ClH:29].[ClH:29].[CH2:1]([N:3]([CH3:22])[C:4]1[CH:21]=[CH:20][C:7]2[CH2:8][NH:9][CH2:10][CH2:11][O:12][C:6]=2[CH:5]=1)[CH3:2], predict the reactants needed to synthesize it. The reactants are: [CH2:1]([N:3]([CH3:22])[C:4]1[CH:21]=[CH:20][C:7]2[CH2:8][N:9](C(OC(C)(C)C)=O)[CH2:10][CH2:11][O:12][C:6]=2[CH:5]=1)[CH3:2].C(OCC)(=O)C.[ClH:29].